From a dataset of Rat liver microsome stability data. Regression/Classification. Given a drug SMILES string, predict its absorption, distribution, metabolism, or excretion properties. Task type varies by dataset: regression for continuous measurements (e.g., permeability, clearance, half-life) or binary classification for categorical outcomes (e.g., BBB penetration, CYP inhibition). Dataset: rlm. (1) The drug is COc1ccc(N2CCN(CCCCNC(=O)c3ccc(-c4ccsc4)cc3)CC2)cc1. The result is 0 (unstable in rat liver microsomes). (2) The drug is CCOC(=O)c1cc(C)sc1NC(=O)c1ccc(Cl)s1. The result is 1 (stable in rat liver microsomes).